This data is from Reaction yield outcomes from USPTO patents with 853,638 reactions. The task is: Predict the reaction yield, written as a fraction of the theoretical maximum amount of product (1.0 means a 100% yield; for example, 0.34 means a 34% yield). (1) The catalyst is CC(C)=O.O. The reactants are [CH3:1][O:2][C:3]([C:5]1[CH:13]=[C:12]2[C:8]([C:9]([CH:16]=[O:17])=[CH:10][N:11]2[CH2:14][CH3:15])=[CH:7][CH:6]=1)=[O:4].[O-:18][Mn](=O)(=O)=O.[K+]. The yield is 0.790. The product is [CH3:1][O:2][C:3]([C:5]1[CH:13]=[C:12]2[C:8]([C:9]([C:16]([OH:18])=[O:17])=[CH:10][N:11]2[CH2:14][CH3:15])=[CH:7][CH:6]=1)=[O:4]. (2) The reactants are [CH:1]([C:4]1[CH:10]=[CH:9][CH:8]=[CH:7][C:5]=1[NH2:6])([CH3:3])[CH3:2].[Br:11]Br. The catalyst is ClCCl. The product is [Br:11][C:9]1[CH:8]=[CH:7][C:5]([NH2:6])=[C:4]([CH:1]([CH3:3])[CH3:2])[CH:10]=1. The yield is 0.570. (3) The reactants are [CH3:1][N:2]([CH3:16])[S:3]([C:6]1[CH:15]=[CH:14][C:9]2[N:10]=[C:11]([CH3:13])[S:12][C:8]=2[CH:7]=1)(=[O:5])=[O:4].[CH3:17][O:18][S:19]([C:22]1[CH:27]=[CH:26][C:25]([CH3:28])=[CH:24][CH:23]=1)(=[O:21])=[O:20]. No catalyst specified. The product is [S:19]([C:22]1[CH:27]=[CH:26][C:25]([CH3:28])=[CH:24][CH:23]=1)([O-:21])(=[O:20])=[O:18].[CH3:16][N:2]([CH3:1])[S:3]([C:6]1[CH:15]=[CH:14][C:9]2[N+:10]([CH3:17])=[C:11]([CH3:13])[S:12][C:8]=2[CH:7]=1)(=[O:4])=[O:5]. The yield is 0.840. (4) The reactants are [N-:1]=[N+:2]=[N-:3].[Na+].[Si](Cl)(Cl)(Cl)Cl.[CH3:10][O:11][C:12]1[CH:17]=[CH:16][CH:15]=[CH:14][C:13]=1[CH2:18][C:19]([NH:21][C:22]1[CH:27]=[CH:26][C:25]([N:28]2[C:34](=[O:35])[CH2:33][C:32](=[O:36])[NH:31][C:30]3[C:37]4[C:42]([CH:43]=[CH:44][C:29]2=3)=[CH:41][CH:40]=[CH:39][CH:38]=4)=[CH:24][CH:23]=1)=O.C(=O)([O-])O.[Na+]. The product is [CH3:10][O:11][C:12]1[CH:17]=[CH:16][CH:15]=[CH:14][C:13]=1[CH2:18][C:19]1[N:21]([C:22]2[CH:23]=[CH:24][C:25]([N:28]3[C:34](=[O:35])[CH2:33][C:32](=[O:36])[NH:31][C:30]4[C:37]5[C:42]([CH:43]=[CH:44][C:29]3=4)=[CH:41][CH:40]=[CH:39][CH:38]=5)=[CH:26][CH:27]=2)[N:3]=[N:2][N:1]=1. The catalyst is C(OCC)(=O)C.C(#N)C. The yield is 0.170. (5) The reactants are [CH:1]1([N:5]2[C:9]3=[N:10][CH:11]=[C:12]([OH:14])[CH:13]=[C:8]3[C:7]([C:15]#[N:16])=[CH:6]2)[CH2:4][CH2:3][CH2:2]1.[C:17](=O)([O-])[O-].[K+].[K+].CI.C(#N)C. The catalyst is C(Cl)Cl. The product is [CH:1]1([N:5]2[C:9]3=[N:10][CH:11]=[C:12]([O:14][CH3:17])[CH:13]=[C:8]3[C:7]([C:15]#[N:16])=[CH:6]2)[CH2:2][CH2:3][CH2:4]1. The yield is 0.900. (6) The reactants are [CH3:1][O:2][C:3]1[C:4](=[O:22])[C:5](C(O)=O)=[N:6][N:7]([C:9]2[CH:14]=[CH:13][CH:12]=[C:11]([C:15]([F:18])([F:17])[F:16])[CH:10]=2)[CH:8]=1.C1C=CC(P([N:37]=[N+]=[N-])(C2C=CC=CC=2)=O)=CC=1.CCN(CC)CC.[OH-].[Na+]. The catalyst is C1(C)C=CC=CC=1. The product is [NH2:37][C:5]1[C:4](=[O:22])[C:3]([O:2][CH3:1])=[CH:8][N:7]([C:9]2[CH:14]=[CH:13][CH:12]=[C:11]([C:15]([F:18])([F:17])[F:16])[CH:10]=2)[N:6]=1. The yield is 0.660. (7) The reactants are [CH2:1]([O:8][C:9]1[CH:14]=[CH:13][N:12]([C:15]2[CH:16]=[CH:17][C:18]3[S:34][C:21]4[CH2:22][CH2:23][N:24](C(OC(C)(C)C)=O)[CH2:25][CH2:26][C:20]=4[C:19]=3[CH:35]=2)[C:11](=[O:36])[CH:10]=1)[C:2]1[CH:7]=[CH:6][CH:5]=[CH:4][CH:3]=1.[ClH:37]. No catalyst specified. The product is [ClH:37].[CH2:1]([O:8][C:9]1[CH:14]=[CH:13][N:12]([C:15]2[CH:16]=[CH:17][C:18]3[S:34][C:21]4[CH2:22][CH2:23][NH:24][CH2:25][CH2:26][C:20]=4[C:19]=3[CH:35]=2)[C:11](=[O:36])[CH:10]=1)[C:2]1[CH:7]=[CH:6][CH:5]=[CH:4][CH:3]=1. The yield is 0.970. (8) The reactants are CO[C:3]1[CH:8]=[CH:7][C:6]([N:9]2[CH2:14][CH2:13][N:12]([C:15]3[C:16]([CH3:30])=[C:17]([CH3:29])[C:18]4[O:22][C:21]([CH2:24]C#N)([CH3:23])[CH2:20][C:19]=4[C:27]=3[CH3:28])[CH2:11][CH2:10]2)=[CH:5][CH:4]=1.[OH-:31].[Na+].[CH2:33](O)C.Cl.[C:37]([O:40]CC)(=[O:39])C. The catalyst is O. The product is [CH3:33][O:31][C:3]1[CH:4]=[CH:5][C:6]([N:9]2[CH2:10][CH2:11][N:12]([C:15]3[C:16]([CH3:30])=[C:17]([CH3:29])[C:18]4[O:22][C:21]([CH2:24][C:37]([OH:40])=[O:39])([CH3:23])[CH2:20][C:19]=4[C:27]=3[CH3:28])[CH2:13][CH2:14]2)=[CH:7][CH:8]=1. The yield is 0.550. (9) The reactants are [C:1]([O:4][CH2:5][CH:6]1[C:10]2[CH:11]=[C:12]([Br:15])[CH:13]=[CH:14][C:9]=2[S:8](=[O:17])(=[O:16])[N:7]1[CH2:18][CH:19]=[CH2:20])(=[O:3])[CH3:2].C1C=C(Cl)C=C(C(OO)=[O:29])C=1. The catalyst is C(Cl)Cl. The product is [C:1]([O:4][CH2:5][CH:6]1[C:10]2[CH:11]=[C:12]([Br:15])[CH:13]=[CH:14][C:9]=2[S:8](=[O:16])(=[O:17])[N:7]1[CH2:18][CH:19]1[CH2:20][O:29]1)(=[O:3])[CH3:2]. The yield is 0.590.